Dataset: Reaction yield outcomes from USPTO patents with 853,638 reactions. Task: Predict the reaction yield, written as a fraction of the theoretical maximum amount of product (1.0 means a 100% yield; for example, 0.34 means a 34% yield). The reactants are [Cl:1][C:2]1[CH:3]=[C:4]([C:9]2([C:24]([F:27])([F:26])[F:25])[O:13][N:12]=[C:11]([C:14]3[CH:22]=[CH:21][C:17]([C:18]([OH:20])=O)=[C:16]([CH3:23])[CH:15]=3)[CH2:10]2)[CH:5]=[C:6]([Cl:8])[CH:7]=1.CCN(C(C)C)C(C)C.CN(C(ON1N=NC2C=CC=NC1=2)=[N+](C)C)C.F[P-](F)(F)(F)(F)F.Cl.[NH2:62][CH2:63][C:64]1[CH:65]=[CH:66][C:67]2[C:71]([CH2:74][CH3:75])([CH2:72][CH3:73])[O:70][B:69]([OH:76])[C:68]=2[CH:77]=1. The catalyst is CN(C=O)C. The product is [Cl:1][C:2]1[CH:3]=[C:4]([C:9]2([C:24]([F:26])([F:25])[F:27])[O:13][N:12]=[C:11]([C:14]3[CH:22]=[CH:21][C:17]([C:18]([NH:62][CH2:63][C:64]4[CH:65]=[CH:66][C:67]5[C:71]([CH2:72][CH3:73])([CH2:74][CH3:75])[O:70][B:69]([OH:76])[C:68]=5[CH:77]=4)=[O:20])=[C:16]([CH3:23])[CH:15]=3)[CH2:10]2)[CH:5]=[C:6]([Cl:8])[CH:7]=1. The yield is 0.790.